This data is from Full USPTO retrosynthesis dataset with 1.9M reactions from patents (1976-2016). The task is: Predict the reactants needed to synthesize the given product. (1) Given the product [CH3:1][O:2][C:3](=[O:16])[C:4]1[CH:9]=[CH:8][C:7]([C:10](=[O:15])[CH2:11][CH:12]([CH3:14])[CH3:13])=[CH:6][CH:5]=1, predict the reactants needed to synthesize it. The reactants are: [CH3:1][O:2][C:3](=[O:16])[C:4]1[CH:9]=[CH:8][C:7]([CH:10]([OH:15])[CH2:11][CH:12]([CH3:14])[CH3:13])=[CH:6][CH:5]=1.[Cr](Cl)([O-])(=O)=O.[NH+]1C=CC=CC=1. (2) Given the product [CH3:1][C:2]1[O:3][C:4]2[CH:10]=[C:9]([CH:11]=[C:12]3[S:16][C:15](=[N:28][CH2:27][CH2:26][N:20]4[CH2:25][CH2:24][CH2:23][CH2:22][CH2:21]4)[NH:14][C:13]3=[O:19])[CH:8]=[CH:7][C:5]=2[N:6]=1, predict the reactants needed to synthesize it. The reactants are: [CH3:1][C:2]1[O:3][C:4]2[CH:10]=[C:9]([CH:11]=[C:12]3[S:16][C:15](SC)=[N:14][C:13]3=[O:19])[CH:8]=[CH:7][C:5]=2[N:6]=1.[N:20]1([CH2:26][CH2:27][NH2:28])[CH2:25][CH2:24][CH2:23][CH2:22][CH2:21]1.C(OCC)C. (3) Given the product [Br:10][CH2:11][CH2:12][O:13][C:14]1[C:23]([O:24][C:25]([C:27]2[CH:32]=[CH:31][CH:30]=[CH:29][CH:28]=2)=[O:26])=[CH:22][C:21]([N+:1]([O-:4])=[O:2])=[CH:20][C:15]=1[C:16]([O:18][CH3:19])=[O:17], predict the reactants needed to synthesize it. The reactants are: [N+:1]([O-:4])(O)=[O:2].S(=O)(=O)(O)O.[Br:10][CH2:11][CH2:12][O:13][C:14]1[C:23]([O:24][C:25]([C:27]2[CH:32]=[CH:31][CH:30]=[CH:29][CH:28]=2)=[O:26])=[CH:22][CH:21]=[CH:20][C:15]=1[C:16]([O:18][CH3:19])=[O:17]. (4) Given the product [CH:29]1([C:23]2[CH:22]=[C:21]([C:19]3[O:20][C:16]([C:12]4[CH:13]=[C:14]([CH3:15])[C:9]([OH:8])=[C:10]([CH2:34][CH3:35])[CH:11]=4)=[N:17][N:18]=3)[CH:26]=[C:25]([O:27][CH3:28])[N:24]=2)[CH2:30][CH2:31][CH2:32][CH2:33]1, predict the reactants needed to synthesize it. The reactants are: C([O:8][C:9]1[C:14]([CH3:15])=[CH:13][C:12]([C:16]2[O:20][C:19]([C:21]3[CH:26]=[C:25]([O:27][CH3:28])[N:24]=[C:23]([CH:29]4[CH2:33][CH2:32][CH2:31][CH2:30]4)[CH:22]=3)=[N:18][N:17]=2)=[CH:11][C:10]=1[CH2:34][CH3:35])C1C=CC=CC=1. (5) Given the product [CH2:25]([N:22]1[CH2:23][CH2:24][N:19]([C:12]2[N:11]=[C:10]([NH:9][C:5]3[CH:6]=[CH:7][CH:8]=[C:3]([O:2][CH3:1])[CH:4]=3)[CH:15]=[C:14]([N:16]([CH3:18])[CH3:17])[N:13]=2)[CH2:20][CH2:21]1)[C:26]1[CH:31]=[CH:30][CH:29]=[CH:28][CH:27]=1, predict the reactants needed to synthesize it. The reactants are: [CH3:1][O:2][C:3]1[CH:4]=[C:5]([NH:9][C:10]2[CH:15]=[C:14]([N:16]([CH3:18])[CH3:17])[N:13]=[C:12]([N:19]3[CH2:24][CH2:23][NH:22][CH2:21][CH2:20]3)[N:11]=2)[CH:6]=[CH:7][CH:8]=1.[CH:25](=O)[C:26]1[CH:31]=[CH:30][CH:29]=[CH:28][CH:27]=1.C([BH3-])#N.[Na+].C([O-])(O)=O.[Na+].